From a dataset of Forward reaction prediction with 1.9M reactions from USPTO patents (1976-2016). Predict the product of the given reaction. (1) Given the reactants [C:1]([C:4]1[CH:5]=[C:6]([NH:10][C:11](=O)C(F)(F)F)[CH:7]=[CH:8][CH:9]=1)(=[O:3])[CH3:2].CO[CH:19](OC)[N:20]([CH3:22])[CH3:21].O, predict the reaction product. The product is: [CH3:19][N:20]([CH3:22])[CH:21]=[CH:2][C:1]([C:4]1[CH:9]=[CH:8][CH:7]=[C:6]([NH:10][CH3:11])[CH:5]=1)=[O:3]. (2) Given the reactants [CH3:1][S:2](Cl)(=[O:4])=[O:3].[OH:6][CH:7]([C:29]1[CH:34]=[CH:33][CH:32]=[CH:31][C:30]=1[O:35][CH3:36])[C:8]1[CH:9]=[CH:10][C:11]([NH:14][C:15]([C:17]2([C:20]3[CH:28]=[CH:27][C:23]4[O:24][CH2:25][O:26][C:22]=4[CH:21]=3)[CH2:19][CH2:18]2)=[O:16])=[N:12][CH:13]=1.CCN(C(C)C)C(C)C, predict the reaction product. The product is: [CH3:1][S:2]([O:6][CH:7]([C:8]1[CH:13]=[N:12][C:11]([NH:14][C:15]([C:17]2([C:20]3[CH:28]=[CH:27][C:23]4[O:24][CH2:25][O:26][C:22]=4[CH:21]=3)[CH2:19][CH2:18]2)=[O:16])=[CH:10][CH:9]=1)[C:29]1[CH:34]=[CH:33][CH:32]=[CH:31][C:30]=1[O:35][CH3:36])(=[O:4])=[O:3]. (3) The product is: [OH:7][CH2:6][C@@H:4]1[CH2:5][C@H:2]([NH:1][C:8](=[O:17])[O:9][CH2:10][C:11]2[CH:16]=[CH:15][CH:14]=[CH:13][CH:12]=2)[CH2:3]1. Given the reactants [NH2:1][C@@H:2]1[CH2:5][C@H:4]([CH2:6][OH:7])[CH2:3]1.[C:8](=O)([O:17]N1C(=O)CCC1=O)[O:9][CH2:10][C:11]1[CH:16]=[CH:15][CH:14]=[CH:13][CH:12]=1.C(#N)C.CC(O)C, predict the reaction product.